From a dataset of Full USPTO retrosynthesis dataset with 1.9M reactions from patents (1976-2016). Predict the reactants needed to synthesize the given product. (1) Given the product [CH3:1][O:2][C:3]1[CH:4]=[C:5]([CH:8]=[CH:9][C:10]=1[O:11][CH3:12])[CH2:6][NH:19][CH2:18][C:17]1[CH:20]=[CH:21][C:22]([O:23][CH3:24])=[C:15]([O:14][CH3:13])[CH:16]=1, predict the reactants needed to synthesize it. The reactants are: [CH3:1][O:2][C:3]1[CH:4]=[C:5]([CH:8]=[CH:9][C:10]=1[O:11][CH3:12])[CH:6]=O.[CH3:13][O:14][C:15]1[CH:16]=[C:17]([CH:20]=[CH:21][C:22]=1[O:23][CH3:24])[CH2:18][NH2:19].C([BH3-])#N.[Na+]. (2) Given the product [NH2:22][C:19]1[N:18]=[CH:17][N:16]=[C:15]2[C:20]=1[N:21]=[C:13]([S:12][C:3]1[C:2]([Br:1])=[CH:11][C:6]3[O:7][CH2:8][CH2:9][O:10][C:5]=3[CH:4]=1)[N:14]2[CH2:23][CH2:24][CH:25]1[CH2:26][CH2:27][N:28]([C:36](=[O:37])[C@H:35]([NH:34][C:31](=[O:33])[CH3:32])[CH3:39])[CH2:29][CH2:30]1, predict the reactants needed to synthesize it. The reactants are: [Br:1][C:2]1[C:3]([S:12][C:13]2[N:14]([CH2:23][CH2:24][CH:25]3[CH2:30][CH2:29][NH:28][CH2:27][CH2:26]3)[C:15]3[C:20]([N:21]=2)=[C:19]([NH2:22])[N:18]=[CH:17][N:16]=3)=[CH:4][C:5]2[O:10][CH2:9][CH2:8][O:7][C:6]=2[CH:11]=1.[C:31]([NH:34][C@H:35]([CH3:39])[C:36](O)=[O:37])(=[O:33])[CH3:32].